This data is from Catalyst prediction with 721,799 reactions and 888 catalyst types from USPTO. The task is: Predict which catalyst facilitates the given reaction. (1) Reactant: [NH2:1][C@H:2]1[C@H:7]2[C@@H:3]1[O:4][C:5]1[CH:11]=[CH:10][C:9]([O:12][C:13]3[CH:22]=[CH:21][N:20]=[C:19]4[C:14]=3[CH2:15][CH2:16][C:17](=[O:23])[NH:18]4)=[CH:8][C:6]=12.[C:24]([O:28][C:29]([N:31]1[CH2:36][CH2:35][N:34]([CH2:37][C:38]2[CH:46]=[CH:45][C:41]([C:42](O)=[O:43])=[CH:40][C:39]=2[C:47]([F:50])([F:49])[F:48])[CH2:33][C@@H:32]1[CH3:51])=[O:30])([CH3:27])([CH3:26])[CH3:25].CN(C(ON1N=NC2C=CC=NC1=2)=[N+](C)C)C.F[P-](F)(F)(F)(F)F.CCN(C(C)C)C(C)C. Product: [CH3:51][C@H:32]1[CH2:33][N:34]([CH2:37][C:38]2[CH:46]=[CH:45][C:41]([C:42](=[O:43])[NH:1][C@H:2]3[C@H:7]4[C@@H:3]3[O:4][C:5]3[CH:11]=[CH:10][C:9]([O:12][C:13]5[C:14]6[CH2:15][CH2:16][C:17](=[O:23])[NH:18][C:19]=6[N:20]=[CH:21][CH:22]=5)=[CH:8][C:6]=34)=[CH:40][C:39]=2[C:47]([F:50])([F:48])[F:49])[CH2:35][CH2:36][N:31]1[C:29]([O:28][C:24]([CH3:25])([CH3:27])[CH3:26])=[O:30]. The catalyst class is: 3. (2) Reactant: [CH3:1][C:2]1[NH:3][C:4]([C:12]2[CH:17]=[CH:16][CH:15]=[CH:14][CH:13]=2)=[CH:5][C:6]=1[C:7]([O:9][CH2:10][CH3:11])=[O:8].[Cl:18]N1C(=O)CCC1=O.C(=O)([O-])O.[Na+]. Product: [Cl:18][C:5]1[C:6]([C:7]([O:9][CH2:10][CH3:11])=[O:8])=[C:2]([CH3:1])[NH:3][C:4]=1[C:12]1[CH:17]=[CH:16][CH:15]=[CH:14][CH:13]=1. The catalyst class is: 9. (3) Reactant: [Cl:1][C:2]1[CH:7]=[CH:6][CH:5]=[CH:4][C:3]=1[NH:8][C:9]1[C:18]2[C:17](=O)[O:16][N:15]=[C:14]([CH3:20])[C:13]=2[CH:12]=[C:11]([F:21])[C:10]=1[F:22]. Product: [Cl:1][C:2]1[CH:7]=[CH:6][CH:5]=[CH:4][C:3]=1[NH:8][C:9]1[C:10]([F:22])=[C:11]([F:21])[CH:12]=[C:13]2[C:18]=1[C:17](=[O:16])[NH:15][CH:14]2[CH3:20]. The catalyst class is: 565. (4) Reactant: [C:1]([O:5][C:6]([N:8]([CH2:26][C:27]([O:29][C:30]([CH3:33])([CH3:32])[CH3:31])=[O:28])[C:9]1[CH:14]=[CH:13][CH:12]=[C:11]([CH2:15][NH:16][S:17]([C:20]2[CH:25]=[CH:24][CH:23]=[CH:22][N:21]=2)(=[O:19])=[O:18])[N:10]=1)=[O:7])([CH3:4])([CH3:3])[CH3:2].[F:34][C:35]1[CH:36]=[C:37]([CH:40]=[CH:41][C:42]=1[C:43]([CH3:49])([CH3:48])[CH2:44][CH2:45][CH2:46][CH3:47])[CH2:38]O.C(P(CCCC)CCCC)CCC.CN(C)C(N=NC(N(C)C)=O)=O. Product: [C:1]([O:5][C:6]([N:8]([CH2:26][C:27]([O:29][C:30]([CH3:33])([CH3:32])[CH3:31])=[O:28])[C:9]1[CH:14]=[CH:13][CH:12]=[C:11]([CH:15]([CH2:38][C:37]2[CH:40]=[CH:41][C:42]([C:43]([CH3:49])([CH3:48])[CH2:44][CH2:45][CH2:46][CH3:47])=[C:35]([F:34])[CH:36]=2)[NH:16][S:17]([C:20]2[CH:25]=[CH:24][CH:23]=[CH:22][N:21]=2)(=[O:19])=[O:18])[N:10]=1)=[O:7])([CH3:4])([CH3:3])[CH3:2]. The catalyst class is: 132. (5) Product: [NH:1]([C:15]([O:17][CH2:18][CH:21]=[CH2:22])=[O:16])[C@H:2]([C:12]([OH:14])=[O:13])[CH2:3][O:4][CH2:5][C:6]1[CH:7]=[CH:8][CH:9]=[CH:10][CH:11]=1. The catalyst class is: 46. Reactant: [NH:1]([C:15]([O:17][C:18]([CH3:21])(C)C)=[O:16])[C@H:2]([C:12]([OH:14])=[O:13])[CH2:3][O:4][CH2:5][C:6]1[CH:11]=[CH:10][CH:9]=[CH:8][CH:7]=1.[C:22](O)(C(F)(F)F)=O.ClC(OCC=C)=O.Cl. (6) Product: [CH3:23][O:24][C:25](=[O:44])[CH2:26][CH2:27][C:28]1[CH:33]=[CH:32][C:31]([O:34][CH2:35][CH2:36][CH:37]([O:22][C:15]2[CH:16]=[CH:17][C:18]([CH2:20][CH3:21])=[CH:19][C:14]=2[C:12]([CH:7]2[CH2:8][CH2:9][CH2:10][CH2:11]2)=[O:13])[CH3:38])=[CH:30][C:29]=1[CH3:1].[CH:7]1([C:12]([C:14]2[CH:19]=[C:18]([CH2:20][CH3:21])[CH:17]=[CH:16][C:15]=2[O:39][CH:37]([CH3:38])[CH2:36][CH2:35][O:34][C:31]2[CH:32]=[CH:33][C:28]([CH2:27][CH2:26][C:25]([OH:24])=[O:44])=[C:29]([CH3:45])[CH:30]=2)=[O:13])[CH2:11][CH2:10][CH2:9][CH2:8]1. The catalyst class is: 121. Reactant: [C:1](=O)([O-])[O-].[Cs+].[Cs+].[CH:7]1([C:12]([C:14]2[CH:19]=[C:18]([CH2:20][CH3:21])[CH:17]=[CH:16][C:15]=2[OH:22])=[O:13])[CH2:11][CH2:10][CH2:9][CH2:8]1.[CH3:23][O:24][C:25](=[O:44])[CH2:26][CH2:27][C:28]1[CH:33]=[CH:32][C:31]([O:34][CH2:35][CH2:36][CH:37]([O:39]S(C)(=O)=O)[CH3:38])=[CH:30][CH:29]=1.[CH3:45]OC(=O)CC. (7) Reactant: Cl.[CH3:2][N:3]1[C:9](=[O:10])[CH2:8][CH2:7][NH:6][CH2:5][CH2:4]1.C(N(CC)CC)C.Cl[CH2:19][C:20]1[CH:25]=[CH:24][N:23]=[C:22]([NH:26][C:27]2[S:28][C:29]([C:32]#[N:33])=[CH:30][N:31]=2)[CH:21]=1. Product: [CH3:2][N:3]1[C:9](=[O:10])[CH2:8][CH2:7][N:6]([CH2:19][C:20]2[CH:25]=[CH:24][N:23]=[C:22]([NH:26][C:27]3[S:28][C:29]([C:32]#[N:33])=[CH:30][N:31]=3)[CH:21]=2)[CH2:5][CH2:4]1. The catalyst class is: 16.